Predict the product of the given reaction. From a dataset of Forward reaction prediction with 1.9M reactions from USPTO patents (1976-2016). (1) Given the reactants [CH3:1][O:2][C:3]1[N:4]=[CH:5][C:6]([NH:9][C:10]2[C:19]3[C:14](=[CH:15][CH:16]=[CH:17][CH:18]=3)[N:13]=[C:12]([CH3:20])[N:11]=2)=[N:7][CH:8]=1.N[C:22]1C=NC(OC)=CN=1.ClC1C2C(=CC=CC=2)N=C(C)N=1, predict the reaction product. The product is: [CH3:1][O:2][C:3]1[N:4]=[CH:5][C:6]([N:9]([C:10]2[C:19]3[C:14](=[CH:15][CH:16]=[CH:17][CH:18]=3)[N:13]=[C:12]([CH3:20])[N:11]=2)[CH3:22])=[N:7][CH:8]=1. (2) Given the reactants [NH2:1][C:2]1[CH:3]=[C:4]([CH:7]=[CH:8][C:9]=1Cl)[C:5]#[N:6].[K+].C(O[C:15]([S-:17])=[S:16])C.Cl, predict the reaction product. The product is: [SH:17][C:15]1[S:16][C:9]2[CH:8]=[CH:7][C:4]([C:5]#[N:6])=[CH:3][C:2]=2[N:1]=1. (3) Given the reactants [Cl:1][C:2]1[CH:7]=[CH:6][CH:5]=[C:4]([Cl:8])[C:3]=1[NH:9][C:10]([NH:12][CH:13]1[CH2:22][CH2:21][CH2:20][CH2:19][C:14]21OCCO2)=[NH:11].Cl, predict the reaction product. The product is: [ClH:1].[Cl:8][C:4]1[CH:5]=[CH:6][CH:7]=[C:2]([Cl:1])[C:3]=1[NH:9][C:10]1[NH:11][C:14]2[CH2:19][CH2:20][CH2:21][CH2:22][C:13]=2[N:12]=1.